From a dataset of Catalyst prediction with 721,799 reactions and 888 catalyst types from USPTO. Predict which catalyst facilitates the given reaction. (1) Reactant: CCN(C(C)C)C(C)C.[C:10]1([N:16]2[CH:20]=[C:19]([C:21]([OH:23])=O)[N:18]=[CH:17]2)[CH:15]=[CH:14][CH:13]=[CH:12][CH:11]=1.C1C=CC2N(O)N=NC=2C=1.CCN=C=NCCCN(C)C.Cl.[NH2:46][CH2:47][C:48]([N:50]1[CH2:55][CH2:54][CH:53]([O:56][C:57]2[CH:62]=[CH:61][CH:60]=[C:59]([C:63]([F:66])([F:65])[F:64])[CH:58]=2)[CH2:52][CH2:51]1)=[O:49]. Product: [O:49]=[C:48]([N:50]1[CH2:51][CH2:52][CH:53]([O:56][C:57]2[CH:62]=[CH:61][CH:60]=[C:59]([C:63]([F:66])([F:64])[F:65])[CH:58]=2)[CH2:54][CH2:55]1)[CH2:47][NH:46][C:21]([C:19]1[N:18]=[CH:17][N:16]([C:10]2[CH:11]=[CH:12][CH:13]=[CH:14][CH:15]=2)[CH:20]=1)=[O:23]. The catalyst class is: 18. (2) Reactant: [N+:1]([C:4]1[CH:5]=[C:6]([CH:10]=[C:11]2[C:16](=[O:17])[CH:15]3[CH2:18][CH2:19][N:12]2[CH2:13][CH2:14]3)[CH:7]=[CH:8][CH:9]=1)([O-:3])=[O:2].[BH4-].[Na+]. Product: [N+:1]([C:4]1[CH:5]=[C:6]([CH:10]=[C:11]2[CH:16]([OH:17])[CH:15]3[CH2:18][CH2:19][N:12]2[CH2:13][CH2:14]3)[CH:7]=[CH:8][CH:9]=1)([O-:3])=[O:2]. The catalyst class is: 5. (3) Reactant: [CH2:1]([O:8][C:9]([N:11]1[C:19]2[C:14](=[CH:15][CH:16]=[CH:17][CH:18]=2)[CH2:13][C@H:12]1[C:20](=O)[NH:21][C:22]1[CH:27]=[CH:26][C:25]([Br:28])=[CH:24][C:23]=1[NH2:29])=[O:10])[C:2]1[CH:7]=[CH:6][CH:5]=[CH:4][CH:3]=1.C(OC(N1C2C(=CC=CC=2)C[C@H]1C(=O)NC1C=C(Br)C=CC=1N)=O)C1C=CC=CC=1. Product: [CH2:1]([O:8][C:9]([N:11]1[C:19]2[C:14](=[CH:15][CH:16]=[CH:17][CH:18]=2)[CH2:13][C@H:12]1[C:20]1[NH:29][C:23]2[CH:24]=[C:25]([Br:28])[CH:26]=[CH:27][C:22]=2[N:21]=1)=[O:10])[C:2]1[CH:7]=[CH:6][CH:5]=[CH:4][CH:3]=1. The catalyst class is: 15. (4) Reactant: [CH2:1]([N:8]1[CH2:13][CH2:12][N:11]([C:14]([O:16][C:17]([CH3:20])([CH3:19])[CH3:18])=[O:15])[CH2:10][C@H:9]1[CH2:21][OH:22])[C:2]1[CH:7]=[CH:6][CH:5]=[CH:4][CH:3]=1.Br[CH2:24][C:25]1[CH:30]=[CH:29][C:28]([S:31][CH3:32])=[CH:27][CH:26]=1.[H-].[Na+]. Product: [CH2:1]([N:8]1[CH2:13][CH2:12][N:11]([C:14]([O:16][C:17]([CH3:18])([CH3:19])[CH3:20])=[O:15])[CH2:10][C@H:9]1[CH2:21][O:22][CH2:24][C:25]1[CH:30]=[CH:29][C:28]([S:31][CH3:32])=[CH:27][CH:26]=1)[C:2]1[CH:7]=[CH:6][CH:5]=[CH:4][CH:3]=1. The catalyst class is: 3. (5) Reactant: Cl[C:2]1[C:3]([C:16]2[CH:21]=[CH:20][C:19]([F:22])=[CH:18][CH:17]=2)=[N:4][C:5]2[C:10]([N:11]=1)=[CH:9][C:8]([C:12]([O:14][CH3:15])=[O:13])=[CH:7][CH:6]=2.[CH2:23]([NH:26][CH2:27][CH2:28][CH3:29])[CH2:24][CH3:25].CCN(C(C)C)C(C)C. Product: [CH2:23]([N:26]([CH2:27][CH2:28][CH3:29])[C:2]1[C:3]([C:16]2[CH:21]=[CH:20][C:19]([F:22])=[CH:18][CH:17]=2)=[N:4][C:5]2[C:10]([N:11]=1)=[CH:9][C:8]([C:12]([O:14][CH3:15])=[O:13])=[CH:7][CH:6]=2)[CH2:24][CH3:25]. The catalyst class is: 58. (6) Reactant: [C:1]([O:5][C:6]([CH2:8][O:9][C@H:10]1[CH2:15][CH2:14][C@H:13]([C:16]2[CH:24]=[CH:23][C:19]([C:20](O)=[O:21])=[CH:18][CH:17]=2)[CH2:12][CH2:11]1)=[O:7])([CH3:4])([CH3:3])[CH3:2].C(N(C(C)C)CC)(C)C.OC1C2N=NNC=2C=CC=1.Cl.C(N=C=NCCCN(C)C)C.[CH2:56]([C:63]1[S:67][C:66]([NH2:68])=[N:65][N:64]=1)[C:57]1[CH:62]=[CH:61][CH:60]=[CH:59][CH:58]=1. Product: [CH2:56]([C:63]1[S:67][C:66]([NH:68][C:20]([C:19]2[CH:23]=[CH:24][C:16]([C@H:13]3[CH2:12][CH2:11][C@H:10]([O:9][CH2:8][C:6]([O:5][C:1]([CH3:4])([CH3:3])[CH3:2])=[O:7])[CH2:15][CH2:14]3)=[CH:17][CH:18]=2)=[O:21])=[N:65][N:64]=1)[C:57]1[CH:58]=[CH:59][CH:60]=[CH:61][CH:62]=1. The catalyst class is: 4. (7) Reactant: CS([O:5][CH:6]1[CH2:11][CH2:10][N:9]([C:12]2[CH:17]=[CH:16][N:15]=[CH:14][N:13]=2)[CH2:8][CH2:7]1)(=O)=O.[Cl:18][C:19]1[CH:20]=[C:21](O)[C:22]([CH3:29])=[C:23]([CH:28]=1)[C:24]([O:26][CH3:27])=[O:25].C([O-])([O-])=O.[Cs+].[Cs+]. Product: [Cl:18][C:19]1[CH:20]=[C:21]([O:5][CH:6]2[CH2:11][CH2:10][N:9]([C:12]3[CH:17]=[CH:16][N:15]=[CH:14][N:13]=3)[CH2:8][CH2:7]2)[C:22]([CH3:29])=[C:23]([CH:28]=1)[C:24]([O:26][CH3:27])=[O:25]. The catalyst class is: 9.